Dataset: Catalyst prediction with 721,799 reactions and 888 catalyst types from USPTO. Task: Predict which catalyst facilitates the given reaction. (1) Reactant: [F-].C([N+](CCCC)(CCCC)CCCC)CCC.[N:19]1[CH:24]=[CH:23][C:22]([C:25]2[CH:32]=[CH:31][CH:30]=[CH:29][C:26]=2[CH:27]=[O:28])=[CH:21][CH:20]=1.[F:33][C:34]([Si](C)(C)C)([F:36])[F:35].Cl. Product: [F:33][C:34]([F:36])([F:35])[CH:27]([C:26]1[CH:29]=[CH:30][CH:31]=[CH:32][C:25]=1[C:22]1[CH:23]=[CH:24][N:19]=[CH:20][CH:21]=1)[OH:28]. The catalyst class is: 1. (2) Reactant: [Li]CCCC.[ClH:6].CC(NC(C)C)C.CN(C)CCN(C)C.[Cl:22][C:23]1[CH:28]=[CH:27][C:26]([C:29]2([C:34]3[CH:35]=[C:36]4[C:41](=[CH:42][CH:43]=3)[N:40]=[CH:39][CH:38]=[C:37]4[CH3:44])[O:33][CH2:32][CH2:31][O:30]2)=[CH:25][CH:24]=1.Cl[CH2:46][C:47]1[S:48][C:49](CCl)=[CH:50][CH:51]=1. Product: [Cl:22][C:23]1[CH:24]=[CH:25][C:26]([C:29]2([C:34]3[CH:35]=[C:36]4[C:41](=[CH:42][CH:43]=3)[N:40]=[CH:39][CH:38]=[C:37]4[CH2:44][CH2:46][C:47]3[S:48][C:49]([Cl:6])=[CH:50][CH:51]=3)[O:30][CH2:31][CH2:32][O:33]2)=[CH:27][CH:28]=1. The catalyst class is: 20.